From a dataset of TCR-epitope binding with 47,182 pairs between 192 epitopes and 23,139 TCRs. Binary Classification. Given a T-cell receptor sequence (or CDR3 region) and an epitope sequence, predict whether binding occurs between them. The epitope is YIFFASFYY. The TCR CDR3 sequence is CASSLETGKETQYF. Result: 0 (the TCR does not bind to the epitope).